This data is from Full USPTO retrosynthesis dataset with 1.9M reactions from patents (1976-2016). The task is: Predict the reactants needed to synthesize the given product. (1) Given the product [C:28]([N:9]1[CH2:8][C:7]2([CH2:6][C:5]3[CH:26]=[CH:27][C:2]([Br:1])=[CH:3][CH:4]=3)[N:12]([C:13](=[O:25])[N:14]([C:17]3[CH:22]=[C:21]([Cl:23])[CH:20]=[C:19]([Cl:24])[CH:18]=3)[C:15]2=[O:16])[CH2:11][CH2:10]1)(=[O:30])[CH3:29], predict the reactants needed to synthesize it. The reactants are: [Br:1][C:2]1[CH:27]=[CH:26][C:5]([CH2:6][C:7]23[C:15](=[O:16])[N:14]([C:17]4[CH:22]=[C:21]([Cl:23])[CH:20]=[C:19]([Cl:24])[CH:18]=4)[C:13](=[O:25])[N:12]2[CH2:11][CH2:10][NH:9][CH2:8]3)=[CH:4][CH:3]=1.[C:28](Cl)(=[O:30])[CH3:29]. (2) Given the product [N+:1]([C:4]1[CH:12]=[CH:11][C:7]([C:8]([NH:17][S:14]([CH3:13])(=[O:16])=[O:15])=[O:9])=[CH:6][CH:5]=1)([O-:3])=[O:2], predict the reactants needed to synthesize it. The reactants are: [N+:1]([C:4]1[CH:12]=[CH:11][C:7]([C:8](Cl)=[O:9])=[CH:6][CH:5]=1)([O-:3])=[O:2].[CH3:13][S:14]([NH2:17])(=[O:16])=[O:15].C(N(CC)CC)C.